Dataset: Forward reaction prediction with 1.9M reactions from USPTO patents (1976-2016). Task: Predict the product of the given reaction. (1) Given the reactants [F:1][C:2]([F:36])([F:35])[C:3]1[CH:4]=[C:5]([CH:28]=[C:29]([C:31]([F:34])([F:33])[F:32])[CH:30]=1)[CH2:6][NH:7][CH2:8][C:9]1[C:10]([N:20]([CH2:23][CH:24]2[CH2:27][CH2:26][CH2:25]2)[CH2:21][CH3:22])=[N:11][C:12]2[C:17]([CH:18]=1)=[CH:16][CH:15]=[CH:14][C:13]=2[CH3:19].[Br:37][C:38]1[CH:39]=[N:40][C:41](Cl)=[N:42][CH:43]=1.[F-].[K+].O, predict the reaction product. The product is: [F:36][C:2]([F:35])([F:1])[C:3]1[CH:4]=[C:5]([CH:28]=[C:29]([C:31]([F:34])([F:33])[F:32])[CH:30]=1)[CH2:6][N:7]([CH2:8][C:9]1[C:10]([N:20]([CH2:23][CH:24]2[CH2:27][CH2:26][CH2:25]2)[CH2:21][CH3:22])=[N:11][C:12]2[C:17]([CH:18]=1)=[CH:16][CH:15]=[CH:14][C:13]=2[CH3:19])[C:41]1[N:42]=[CH:43][C:38]([Br:37])=[CH:39][N:40]=1. (2) Given the reactants [Cl:1][C:2]1[CH:7]=[CH:6][C:5]([C:8]2[N:9]=[C:10]([C:13]([OH:15])=O)[S:11][CH:12]=2)=[CH:4][CH:3]=1.C1N=CN(C(N2C=NC=C2)=O)C=1.[F:28][C:29]([F:39])([F:38])[C:30]1[CH:37]=[CH:36][C:33]([CH2:34][NH2:35])=[CH:32][CH:31]=1.C(Cl)(Cl)Cl, predict the reaction product. The product is: [F:28][C:29]([F:38])([F:39])[C:30]1[CH:37]=[CH:36][C:33]([CH2:34][NH:35][C:13]([C:10]2[S:11][CH:12]=[C:8]([C:5]3[CH:4]=[CH:3][C:2]([Cl:1])=[CH:7][CH:6]=3)[N:9]=2)=[O:15])=[CH:32][CH:31]=1. (3) Given the reactants [CH3:1][O-:2].[Na+].Cl[C:5]1[N:10]([C:11]2[CH:16]=[CH:15][C:14]([Cl:17])=[C:13]([CH:18]=[C:19]([C:21]([O:23][CH2:24]C)=[O:22])[Cl:20])[CH:12]=2)[C:9](=[O:26])[CH:8]=[C:7]([C:27]([F:30])([F:29])[F:28])[N:6]=1, predict the reaction product. The product is: [Cl:17][C:14]1[CH:15]=[CH:16][C:11]([N:10]2[C:9](=[O:26])[CH:8]=[C:7]([C:27]([F:28])([F:29])[F:30])[N:6]=[C:5]2[O:2][CH3:1])=[CH:12][C:13]=1[CH:18]=[C:19]([Cl:20])[C:21]([O:23][CH3:24])=[O:22]. (4) Given the reactants [NH2:1][S:2]([C:5]1[CH:10]=[C:9]([Br:11])[CH:8]=[CH:7][C:6]=1[NH:12][C:13]([C:15]1[C:16](=[O:33])[N:17]([CH2:26][C:27]2[CH:32]=[CH:31][CH:30]=[CH:29][CH:28]=2)[C:18]2[C:23]([C:24]=1[OH:25])=[CH:22][CH:21]=[CH:20][N:19]=2)=O)(=[O:4])=[O:3].Cl, predict the reaction product. The product is: [CH2:26]([N:17]1[C:18]2[C:23](=[CH:22][CH:21]=[CH:20][N:19]=2)[C:24]([OH:25])=[C:15]([C:13]2[NH:12][C:6]3[CH:7]=[CH:8][C:9]([Br:11])=[CH:10][C:5]=3[S:2](=[O:4])(=[O:3])[N:1]=2)[C:16]1=[O:33])[C:27]1[CH:28]=[CH:29][CH:30]=[CH:31][CH:32]=1. (5) Given the reactants [C:1]1([CH2:7][CH2:8][CH2:9][CH:10]([NH:20][C:21]([CH:23]2[CH2:28][CH2:27][NH:26][CH2:25][CH2:24]2)=[O:22])[CH2:11][CH2:12][CH2:13][C:14]2[CH:19]=[CH:18][CH:17]=[CH:16][CH:15]=2)[CH:6]=[CH:5][CH:4]=[CH:3][CH:2]=1.[O:29]1[CH2:31][C@@H:30]1[CH2:32][O:33][C:34]1[C:43]2[C:38](=[CH:39][CH:40]=[CH:41][CH:42]=2)[N:37]=[CH:36][CH:35]=1, predict the reaction product. The product is: [C:1]1([CH2:7][CH2:8][CH2:9][CH:10]([NH:20][C:21]([CH:23]2[CH2:28][CH2:27][N:26]([CH2:31][C@@H:30]([OH:29])[CH2:32][O:33][C:34]3[C:43]4[C:38](=[CH:39][CH:40]=[CH:41][CH:42]=4)[N:37]=[CH:36][CH:35]=3)[CH2:25][CH2:24]2)=[O:22])[CH2:11][CH2:12][CH2:13][C:14]2[CH:19]=[CH:18][CH:17]=[CH:16][CH:15]=2)[CH:6]=[CH:5][CH:4]=[CH:3][CH:2]=1. (6) The product is: [CH:1]1([N:6]2[CH2:12][C:11]([F:14])([F:13])[C:10](=[O:15])[N:9]([CH3:16])[C:8]3[CH:17]=[N:18][C:19]([NH:21][C:22]4[CH:30]=[CH:29][C:25]([C:26]([NH:74][CH2:73][CH2:72][N:66]5[CH2:71][CH2:70][O:69][CH2:68][CH2:67]5)=[O:28])=[CH:24][C:23]=4[O:31][CH3:32])=[N:20][C:7]2=3)[CH2:2][CH2:3][CH2:4][CH2:5]1. Given the reactants [CH:1]1([N:6]2[CH2:12][C:11]([F:14])([F:13])[C:10](=[O:15])[N:9]([CH3:16])[C:8]3[CH:17]=[N:18][C:19]([NH:21][C:22]4[CH:30]=[CH:29][C:25]([C:26]([OH:28])=O)=[CH:24][C:23]=4[O:31][CH3:32])=[N:20][C:7]2=3)[CH2:5][CH2:4][CH2:3][CH2:2]1.F[P-](F)(F)(F)(F)F.CN(C(N(C)C)=[N+]1C2C(=NC=CC=2)[N+]([O-])=N1)C.C(N(C(C)C)C(C)C)C.[N:66]1([CH2:72][CH2:73][NH2:74])[CH2:71][CH2:70][O:69][CH2:68][CH2:67]1, predict the reaction product.